This data is from Forward reaction prediction with 1.9M reactions from USPTO patents (1976-2016). The task is: Predict the product of the given reaction. Given the reactants ClC(OCC(C)C)=O.CN1CCOCC1.[CH3:16][O:17][C:18](=[O:28])[C@H:19]([CH2:24][CH:25]([CH3:27])[CH3:26])[CH2:20][C:21]([OH:23])=O.[CH2:29]1[C:38]2[C:33](=[CH:34][CH:35]=[CH:36][CH:37]=2)[CH2:32][CH2:31][NH:30]1.[Cl-].[Na+], predict the reaction product. The product is: [CH3:16][O:17][C:18](=[O:28])[CH:19]([CH2:20][C:21]([N:30]1[CH2:31][CH2:32][C:33]2[C:38](=[CH:37][CH:36]=[CH:35][CH:34]=2)[CH2:29]1)=[O:23])[CH2:24][CH:25]([CH3:27])[CH3:26].